From a dataset of Reaction yield outcomes from USPTO patents with 853,638 reactions. Predict the reaction yield, written as a fraction of the theoretical maximum amount of product (1.0 means a 100% yield; for example, 0.34 means a 34% yield). (1) The reactants are [CH:1]([C:4]1[CH:9]=[CH:8][C:7]([S:10]([NH:13][C:14]2[CH:19]=[CH:18][C:17]([CH:20]3[CH2:23][N:22]([C:24](=O)[CH2:25][CH3:26])[CH2:21]3)=[CH:16][CH:15]=2)(=[O:12])=[O:11])=[CH:6][CH:5]=1)([CH3:3])[CH3:2].B.C1COCC1. The catalyst is C1COCC1. The product is [CH:1]([C:4]1[CH:9]=[CH:8][C:7]([S:10]([NH:13][C:14]2[CH:19]=[CH:18][C:17]([CH:20]3[CH2:21][N:22]([CH2:24][CH2:25][CH3:26])[CH2:23]3)=[CH:16][CH:15]=2)(=[O:11])=[O:12])=[CH:6][CH:5]=1)([CH3:3])[CH3:2]. The yield is 0.670. (2) The reactants are [CH3:1][C:2]1[CH:31]=[CH:30][C:5]([CH2:6][N:7]2[C:16]3[C:11](=[CH:12][CH:13]=[CH:14][CH:15]=3)[C:10](=[O:17])[N:9]([CH2:18][C:19]3[CH:28]=[CH:27][C:22]([C:23]([O:25]C)=[O:24])=[CH:21][CH:20]=3)[C:8]2=[O:29])=[CH:4][CH:3]=1.[OH-].[Li+].Cl. The catalyst is C1COCC1. The product is [CH3:1][C:2]1[CH:3]=[CH:4][C:5]([CH2:6][N:7]2[C:16]3[C:11](=[CH:12][CH:13]=[CH:14][CH:15]=3)[C:10](=[O:17])[N:9]([CH2:18][C:19]3[CH:20]=[CH:21][C:22]([C:23]([OH:25])=[O:24])=[CH:27][CH:28]=3)[C:8]2=[O:29])=[CH:30][CH:31]=1. The yield is 0.890. (3) The reactants are O[C:2]1[CH:7]=[CH:6][C:5]([C:8]2[CH2:12][O:11][C:10](=[O:13])[C:9]=2[C:14]2[CH:19]=[CH:18][C:17]([O:20][CH3:21])=[CH:16][CH:15]=2)=[CH:4][CH:3]=1.[C:22]([O-])([O-])=O.[K+].[K+].Cl[CH2:29][C:30]1[CH:39]=[CH:38][C:37]2[C:32](=[CH:33][CH:34]=[CH:35][CH:36]=2)[N:31]=1. The catalyst is CN(C=O)C. The product is [CH3:21][O:20][C:17]1[CH:18]=[CH:19][C:14]([C:9]2[C:10](=[O:13])[O:11][CH2:12][C:8]=2[C:5]2[CH:6]=[CH:7][C:2]([CH2:22][CH2:29][C:30]3[CH:39]=[CH:38][C:37]4[C:32](=[CH:33][CH:34]=[CH:35][CH:36]=4)[N:31]=3)=[CH:3][CH:4]=2)=[CH:15][CH:16]=1. The yield is 0.120.